From a dataset of Catalyst prediction with 721,799 reactions and 888 catalyst types from USPTO. Predict which catalyst facilitates the given reaction. Reactant: [CH2:1]([O:3][CH:4]([CH2:10][C:11]1[CH:16]=[CH:15][C:14]([O:17][CH2:18][CH2:19][N:20]2[C:24]3[CH:25]=[CH:26][CH:27]=[CH:28][C:23]=3[N:22]=[C:21]2[C:29]([F:35])([F:34])[C:30]([F:33])([F:32])[F:31])=[CH:13][CH:12]=1)[C:5]([O:7]CC)=[O:6])[CH3:2].[OH-].[Na+]. Product: [CH2:1]([O:3][CH:4]([CH2:10][C:11]1[CH:12]=[CH:13][C:14]([O:17][CH2:18][CH2:19][N:20]2[C:24]3[CH:25]=[CH:26][CH:27]=[CH:28][C:23]=3[N:22]=[C:21]2[C:29]([F:34])([F:35])[C:30]([F:33])([F:31])[F:32])=[CH:15][CH:16]=1)[C:5]([OH:7])=[O:6])[CH3:2]. The catalyst class is: 40.